Dataset: Full USPTO retrosynthesis dataset with 1.9M reactions from patents (1976-2016). Task: Predict the reactants needed to synthesize the given product. (1) Given the product [CH3:13][C:12]1([CH3:14])[O:6][C@H:2]([CH2:1][C:7]([OH:9])=[O:8])[C:3](=[O:5])[O:4]1, predict the reactants needed to synthesize it. The reactants are: [CH2:1]([C:7]([OH:9])=[O:8])[C@@H:2]([OH:6])[C:3]([OH:5])=[O:4].CO[C:12](OC)([CH3:14])[CH3:13].C1(C)C=CC(S(O)(=O)=O)=CC=1. (2) The reactants are: Cl[C:2]1[N:3]=[C:4]([NH:11][C:12]2[CH:17]=[CH:16][C:15]([O:18][CH3:19])=[C:14]([O:20][CH3:21])[N:13]=2)[C:5]2[N:10]=[CH:9][S:8][C:6]=2[N:7]=1.[NH:22]1[CH2:26][CH2:25][CH:24]([NH:27][C:28](=[O:34])[O:29][C:30]([CH3:33])([CH3:32])[CH3:31])[CH2:23]1.CC(C1C=C(C(C)C)C(C2C=CC=CC=2P(C2CCCCC2)C2CCCCC2)=C(C(C)C)C=1)C.C([O-])([O-])=O.[Cs+].[Cs+]. Given the product [CH3:19][O:18][C:15]1[CH:16]=[CH:17][C:12]([NH:11][C:4]2[C:5]3[N:10]=[CH:9][S:8][C:6]=3[N:7]=[C:2]([N:22]3[CH2:26][CH2:25][CH:24]([NH:27][C:28](=[O:34])[O:29][C:30]([CH3:32])([CH3:31])[CH3:33])[CH2:23]3)[N:3]=2)=[N:13][C:14]=1[O:20][CH3:21], predict the reactants needed to synthesize it. (3) Given the product [CH2:49]([CH:9]1[CH:14]([N+:15]([O-:17])=[O:16])[C:13]([C:30]2[C:29]([CH3:33])=[N:28][C:27]([O:26][CH3:25])=[CH:32][CH:31]=2)=[CH:12][CH:11]=[N:10]1)[C:43]1[CH:48]=[CH:47][CH:46]=[CH:45][CH:44]=1, predict the reactants needed to synthesize it. The reactants are: C(O[C:9]1[C:14]([N+:15]([O-:17])=[O:16])=[C:13](Cl)[CH:12]=[CH:11][N:10]=1)C1C=CC=CC=1.C([O-])([O-])=O.[Na+].[Na+].[CH3:25][O:26][C:27]1(B(O)O)[CH:32]=[CH:31][CH:30]=[C:29]([CH3:33])[NH:28]1.CCOC(C)=O.[C:43]1([CH3:49])[CH:48]=[CH:47][CH:46]=[CH:45][CH:44]=1.